This data is from Acute oral toxicity (LD50) regression data from Zhu et al.. The task is: Regression/Classification. Given a drug SMILES string, predict its toxicity properties. Task type varies by dataset: regression for continuous values (e.g., LD50, hERG inhibition percentage) or binary classification for toxic/non-toxic outcomes (e.g., AMES mutagenicity, cardiotoxicity, hepatotoxicity). Dataset: ld50_zhu. (1) The molecule is Cc1cnccc1N. The rat oral LD50 is 2.38, given as -log10 of the dose in mol/kg body weight (higher means more acutely toxic). (2) The drug is CCOc1ccc(NC(N)=O)cc1. The rat oral LD50 is 1.75, given as -log10 of the dose in mol/kg body weight (higher means more acutely toxic). (3) The molecule is Nc1ccc(N)c2c1C(=O)c1ccccc1C2=O. The rat oral LD50 is 1.61, given as -log10 of the dose in mol/kg body weight (higher means more acutely toxic). (4) The drug is CN1CCCCC1CCN1c2ccccc2Sc2ccc(S(C)=O)cc21. The rat oral LD50 is 2.78, given as -log10 of the dose in mol/kg body weight (higher means more acutely toxic). (5) The drug is CN1CCN(C2=Nc3ccccc3Sc3ccc(Cl)cc32)CC1. The rat oral LD50 is 3.09, given as -log10 of the dose in mol/kg body weight (higher means more acutely toxic). (6) The compound is CCC=CCCOCC=O. The rat oral LD50 is 1.54, given as -log10 of the dose in mol/kg body weight (higher means more acutely toxic).